Dataset: Forward reaction prediction with 1.9M reactions from USPTO patents (1976-2016). Task: Predict the product of the given reaction. (1) The product is: [CH2:1]([C:8]1[CH:9]=[N:10][C:11]2[C:16]([C:17]=1[C:18]1[CH:19]=[C:20]([NH:24][C:39]3[CH:40]=[CH:41][C:36]([CH2:35][CH2:34][C:32]([OH:33])=[O:31])=[CH:37][CH:38]=3)[CH:21]=[CH:22][CH:23]=1)=[CH:15][CH:14]=[CH:13][C:12]=2[C:25]([F:28])([F:26])[F:27])[C:2]1[CH:3]=[CH:4][CH:5]=[CH:6][CH:7]=1. Given the reactants [CH2:1]([C:8]1[CH:9]=[N:10][C:11]2[C:16]([C:17]=1[C:18]1[CH:19]=[C:20]([NH2:24])[CH:21]=[CH:22][CH:23]=1)=[CH:15][CH:14]=[CH:13][C:12]=2[C:25]([F:28])([F:27])[F:26])[C:2]1[CH:7]=[CH:6][CH:5]=[CH:4][CH:3]=1.C([O:31][C:32]([CH2:34][CH2:35][C:36]1[CH:41]=[CH:40][C:39](B(O)O)=[CH:38][CH:37]=1)=[O:33])C.[OH-].[Na+], predict the reaction product. (2) Given the reactants Cl[C:2]1[N:7]=[C:6]([CH3:8])[C:5]([CH:9]([CH2:14][CH2:15][CH3:16])[C:10]([O:12][CH3:13])=[O:11])=[C:4]([C:17]2[CH:22]=[CH:21][C:20]([CH3:23])=[CH:19][CH:18]=2)[N:3]=1.[CH3:24][N:25]1[CH:29]=[C:28](B(O)O)[CH:27]=[N:26]1.C(N(CC)C(C)C)(C)C, predict the reaction product. The product is: [CH3:8][C:6]1[C:5]([CH:9]([CH2:14][CH2:15][CH3:16])[C:10]([O:12][CH3:13])=[O:11])=[C:4]([C:17]2[CH:22]=[CH:21][C:20]([CH3:23])=[CH:19][CH:18]=2)[N:3]=[C:2]([C:28]2[CH:27]=[N:26][N:25]([CH3:24])[CH:29]=2)[N:7]=1. (3) Given the reactants [F:1][C:2]1[CH:3]=[CH:4][C:5]([O:33][CH3:34])=[C:6]([C:8]2[CH:13]=[CH:12][N:11]=[C:10]3[NH:14][C:15]([C:17]4[CH2:18][CH:19]5[N:24]([CH2:25][C:26]([O:28]C(C)(C)C)=[O:27])[CH:22]([CH:23]=4)[CH2:21][CH2:20]5)=[CH:16][C:9]=23)[CH:7]=1.[F:35][C:36]([F:41])([F:40])[C:37]([OH:39])=[O:38], predict the reaction product. The product is: [F:1][C:2]1[CH:3]=[CH:4][C:5]([O:33][CH3:34])=[C:6]([C:8]2[CH:13]=[CH:12][N:11]=[C:10]3[NH:14][C:15]([C:17]4[CH2:18][CH:19]5[N:24]([CH2:25][C:26]([OH:28])=[O:27])[CH:22]([CH2:21][CH2:20]5)[CH:23]=4)=[CH:16][C:9]=23)[CH:7]=1.[F:35][C:36]([F:41])([F:40])[C:37]([OH:39])=[O:38]. (4) Given the reactants C([O:3][C:4](=[O:28])[C:5]([CH3:27])([CH3:26])[CH2:6][C:7]1[N:15]([CH2:16][C:17]2[CH:22]=[CH:21][C:20]([Cl:23])=[CH:19][CH:18]=2)[C:14]2[C:9](=[N:10][C:11]([O:24][CH3:25])=[CH:12][CH:13]=2)[CH:8]=1)C.CO.[Li+].[OH-].C(O)(=O)CC(CC(O)=O)(C(O)=O)O, predict the reaction product. The product is: [Cl:23][C:20]1[CH:19]=[CH:18][C:17]([CH2:16][N:15]2[C:14]3[C:9](=[N:10][C:11]([O:24][CH3:25])=[CH:12][CH:13]=3)[CH:8]=[C:7]2[CH2:6][C:5]([CH3:27])([CH3:26])[C:4]([OH:28])=[O:3])=[CH:22][CH:21]=1.